From a dataset of Reaction yield outcomes from USPTO patents with 853,638 reactions. Predict the reaction yield, written as a fraction of the theoretical maximum amount of product (1.0 means a 100% yield; for example, 0.34 means a 34% yield). The reactants are [O:1]1[C:5]2[CH:6]=[CH:7][C:8]([C:10]3([C:13]([NH:15][C:16]4[CH:17]=[C:18]([C:23]5[CH:28]=[CH:27][C:26]([CH2:29][OH:30])=[CH:25][CH:24]=5)[C:19]([CH3:22])=[CH:20][CH:21]=4)=[O:14])[CH2:12][CH2:11]3)=[CH:9][C:4]=2[O:3][CH2:2]1.[C:31]1(C)C=CC(S(O)(=O)=O)=CC=1.CO. The catalyst is C1(C)C=CC=CC=1. The product is [O:1]1[C:5]2[CH:6]=[CH:7][C:8]([C:10]3([C:13]([NH:15][C:16]4[CH:17]=[C:18]([C:23]5[CH:24]=[CH:25][C:26]([CH2:29][O:30][CH3:31])=[CH:27][CH:28]=5)[C:19]([CH3:22])=[CH:20][CH:21]=4)=[O:14])[CH2:11][CH2:12]3)=[CH:9][C:4]=2[O:3][CH2:2]1. The yield is 0.230.